Dataset: Forward reaction prediction with 1.9M reactions from USPTO patents (1976-2016). Task: Predict the product of the given reaction. (1) Given the reactants Br[C:2]([O:12][Si:13]([C:16]([CH3:19])([CH3:18])[CH3:17])([CH3:15])[CH3:14])([CH3:11])[CH2:3][CH2:4][CH:5]1[NH:9][C:8](=[O:10])[CH2:7][CH2:6]1.[C:20]1(B(O)O)[CH:25]=[CH:24][CH:23]=[CH:22][CH:21]=1.[C:29]1(C)[CH:34]=[CH:33][CH:32]=[CH:31][C:30]=1P([C:29]1[CH:34]=[CH:33][CH:32]=[CH:31][C:30]=1C)[C:29]1[CH:34]=[CH:33][CH:32]=[CH:31][C:30]=1C.C([O-])([O-])=O.[Na+].[Na+], predict the reaction product. The product is: [C:20]1([C:29]2[CH:34]=[CH:33][CH:32]=[CH:31][CH:30]=2)[CH:25]=[CH:24][CH:23]=[C:22]([CH2:11][CH:2]([O:12][Si:13]([C:16]([CH3:19])([CH3:18])[CH3:17])([CH3:15])[CH3:14])[CH2:3][CH2:4][CH:5]2[NH:9][C:8](=[O:10])[CH2:7][CH2:6]2)[CH:21]=1. (2) Given the reactants C(=O)([O-])[O-].[K+].[K+].F[C:8]1[CH:9]=[CH:10][C:11]([C:16]([F:19])([F:18])[F:17])=[C:12]([CH:15]=1)[C:13]#[N:14].[O:20]=[S:21]1(=[O:40])[CH2:26][CH2:25][N:24]2[CH:27]3[CH2:32][CH2:31][C:30]([C:33]4[CH:38]=[CH:37][C:36]([OH:39])=[CH:35][CH:34]=4)([C:23]2=[N:22]1)[CH2:29][CH2:28]3.CS(C)=O, predict the reaction product. The product is: [O:40]=[S:21]1(=[O:20])[CH2:26][CH2:25][N:24]2[CH:27]3[CH2:32][CH2:31][C:30]([C:33]4[CH:38]=[CH:37][C:36]([O:39][C:8]5[CH:9]=[CH:10][C:11]([C:16]([F:19])([F:18])[F:17])=[C:12]([CH:15]=5)[C:13]#[N:14])=[CH:35][CH:34]=4)([C:23]2=[N:22]1)[CH2:29][CH2:28]3. (3) Given the reactants [NH:1]1[C:5]2[CH:6]=[CH:7][CH:8]=[CH:9][C:4]=2[N:3]=[CH:2]1.Br[C:11]1[CH:12]=[C:13]([CH:24]=[CH:25][C:26]=1[Cl:27])[CH2:14][NH:15][C@@H:16]([C:18]1[CH:23]=[CH:22][CH:21]=[CH:20][CH:19]=1)[CH3:17].C(=O)([O-])[O-].[K+].[K+], predict the reaction product. The product is: [N:1]1([C:11]2[CH:12]=[C:13]([CH:24]=[CH:25][C:26]=2[Cl:27])[CH2:14][NH:15][C@@H:16]([C:18]2[CH:23]=[CH:22][CH:21]=[CH:20][CH:19]=2)[CH3:17])[C:5]2[CH:6]=[CH:7][CH:8]=[CH:9][C:4]=2[N:3]=[CH:2]1.